This data is from Forward reaction prediction with 1.9M reactions from USPTO patents (1976-2016). The task is: Predict the product of the given reaction. (1) Given the reactants [F:1][C:2]([F:24])([C:7]1[CH:16]=[CH:15][C:14]2[C:9](=[CH:10][CH:11]=[C:12]([C:17]([O:19]C(C)(C)C)=[O:18])[CH:13]=2)[N:8]=1)[C:3]([F:6])([F:5])[F:4].FC(F)(F)C(O)=O, predict the reaction product. The product is: [F:24][C:2]([F:1])([C:7]1[CH:16]=[CH:15][C:14]2[C:9](=[CH:10][CH:11]=[C:12]([C:17]([OH:19])=[O:18])[CH:13]=2)[N:8]=1)[C:3]([F:6])([F:5])[F:4]. (2) Given the reactants [Cl:1][C:2]1[C:7]([N+:8]([O-:10])=[O:9])=[C:6]([NH:11][CH2:12][C:13]([CH3:16])([NH2:15])[CH3:14])[C:5]([CH3:17])=[C:4]([CH3:18])[N:3]=1.C(N(CC)CC)C.[C:26](OC(=O)C)(=[O:28])[CH3:27], predict the reaction product. The product is: [Cl:1][C:2]1[C:7]([N+:8]([O-:10])=[O:9])=[C:6]([NH:11][CH2:12][C:13]([NH:15][C:26](=[O:28])[CH3:27])([CH3:14])[CH3:16])[C:5]([CH3:17])=[C:4]([CH3:18])[N:3]=1. (3) Given the reactants [H-].[Na+].C(OP([CH2:11][C:12]([O:14][C:15]([CH3:18])([CH3:17])[CH3:16])=[O:13])(OCC)=O)C.[Cl:19][C:20]1[C:27]([N+:28]([O-:30])=[O:29])=[CH:26][CH:25]=[CH:24][C:21]=1[CH:22]=O.O, predict the reaction product. The product is: [Cl:19][C:20]1[C:27]([N+:28]([O-:30])=[O:29])=[CH:26][CH:25]=[CH:24][C:21]=1/[CH:22]=[CH:11]/[C:12]([O:14][C:15]([CH3:16])([CH3:17])[CH3:18])=[O:13]. (4) Given the reactants [Br:1]Br.[F:3][C:4]1[CH:9]=[CH:8][C:7]([NH:10][C:11]([C:13]2[C:21]3[C:16](=[CH:17][CH:18]=[C:19]([NH2:22])[CH:20]=3)[NH:15][N:14]=2)=[O:12])=[CH:6][CH:5]=1.S([O-])([O-])(=O)=S.[Na+].[Na+], predict the reaction product. The product is: [F:3][C:4]1[CH:5]=[CH:6][C:7]([NH:10][C:11]([C:13]2[C:21]3[C:16](=[CH:17][CH:18]=[C:19]([NH2:22])[C:20]=3[Br:1])[NH:15][N:14]=2)=[O:12])=[CH:8][CH:9]=1.